Dataset: Full USPTO retrosynthesis dataset with 1.9M reactions from patents (1976-2016). Task: Predict the reactants needed to synthesize the given product. (1) Given the product [CH3:37][O:38][CH2:39][CH2:40][NH:41][CH2:2][CH2:3][N:4]([C:9]1[CH:10]=[C:11]2[C:15](=[CH:16][CH:17]=1)[C:14](=[O:18])[N:13]([CH2:19][C:20]([O:22][CH2:23][C:24]1[CH:29]=[CH:28][CH:27]=[CH:26][CH:25]=1)=[O:21])[C:12]2=[O:30])[S:5]([CH3:8])(=[O:7])=[O:6], predict the reactants needed to synthesize it. The reactants are: Br[CH2:2][CH2:3][N:4]([C:9]1[CH:10]=[C:11]2[C:15](=[CH:16][CH:17]=1)[C:14](=[O:18])[N:13]([CH2:19][C:20]([O:22][CH2:23][C:24]1[CH:29]=[CH:28][CH:27]=[CH:26][CH:25]=1)=[O:21])[C:12]2=[O:30])[S:5]([CH3:8])(=[O:7])=[O:6].C([O-])([O-])=O.[K+].[K+].[CH3:37][O:38][CH2:39][CH2:40][NH2:41]. (2) Given the product [C:2]([NH:8][C:9]1[CH:10]=[CH:11][C:12]([CH2:15][CH2:16][CH:17]([CH2:22][CH2:23][CH2:24][C:25]2[CH:26]=[CH:27][CH:28]=[CH:29][CH:30]=2)[C:18]([O:20][CH3:21])=[O:19])=[CH:13][CH:14]=1)(=[O:3])[CH3:1], predict the reactants needed to synthesize it. The reactants are: [CH3:1][C:2](OC(C)=O)=[O:3].[NH2:8][C:9]1[CH:14]=[CH:13][C:12]([CH2:15][CH2:16][CH:17]([CH2:22][CH2:23][CH2:24][C:25]2[CH:30]=[CH:29][CH:28]=[CH:27][CH:26]=2)[C:18]([O:20][CH3:21])=[O:19])=[CH:11][CH:10]=1.CCN(CC)CC.O. (3) Given the product [F:23][C:20]([F:21])([F:22])[C@@H:16]1[CH2:17][CH2:18][CH2:19][N:15]1[C:12]1[N:13]=[CH:14][C:9]([C:26]2[N:31]=[C:30]([NH2:32])[CH:29]=[CH:28][CH:27]=2)=[CH:10][N:11]=1, predict the reactants needed to synthesize it. The reactants are: CC1(C)C(C)(C)OB([C:9]2[CH:10]=[N:11][C:12]([N:15]3[CH2:19][CH2:18][CH2:17][C@H:16]3[C:20]([F:23])([F:22])[F:21])=[N:13][CH:14]=2)O1.Br[C:26]1[N:31]=[C:30]([NH2:32])[CH:29]=[CH:28][CH:27]=1.C(=O)([O-])[O-].[Na+].[Na+]. (4) Given the product [Cl:31][C:14]1[N:13]([CH2:12][C:11]2[CH:29]=[CH:30][C:8]([C:6]3[CH:5]=[CH:4][CH:3]=[C:2]([F:1])[N:7]=3)=[CH:9][CH:10]=2)[CH:21]=[C:20]2[C:19](=[O:22])[N:18]([CH3:23])[C:17](=[O:24])[N:16]([CH2:25][CH:26]([CH3:28])[CH3:27])[C:15]=12, predict the reactants needed to synthesize it. The reactants are: [F:1][C:2]1[N:7]=[C:6]([C:8]2[CH:30]=[CH:29][C:11]([CH2:12][N:13]3[CH:21]=[C:20]4[C:15]([N:16]([CH2:25][CH:26]([CH3:28])[CH3:27])[C:17](=[O:24])[N:18]([CH3:23])[C:19]4=[O:22])=[CH:14]3)=[CH:10][CH:9]=2)[CH:5]=[CH:4][CH:3]=1.[Cl:31]N1C(=O)CCC1=O. (5) Given the product [CH2:1]([O:3][CH2:4][C:5]1[N:6]([NH2:18])[C:7]2[C:16]3[N:15]=[CH:14][CH:13]=[CH:12][C:11]=3[N:10]=[CH:9][C:8]=2[N:17]=1)[CH3:2], predict the reactants needed to synthesize it. The reactants are: [CH2:1]([O:3][CH2:4][C:5]1[N:6]([NH:18]C(=O)OC(C)(C)C)[C:7]2[C:16]3[N:15]=[CH:14][CH:13]=[CH:12][C:11]=3[N:10]=[CH:9][C:8]=2[N:17]=1)[CH3:2].[OH-].[Na+]. (6) Given the product [CH:1]([C:4]1[C:8]([CH2:9][CH2:10][CH2:11][CH2:12][O:13][C:25]2[C:30]([O:31][CH3:32])=[CH:29][CH:28]=[CH:27][C:26]=2[CH2:33][C:34]([OH:36])=[O:35])=[CH:7][N:6]([C:14]2[CH:19]=[CH:18][C:17]([C:20]([F:22])([F:21])[F:23])=[CH:16][N:15]=2)[N:5]=1)([CH3:3])[CH3:2], predict the reactants needed to synthesize it. The reactants are: [CH:1]([C:4]1[C:8]([CH2:9][CH2:10][CH2:11][CH2:12][OH:13])=[CH:7][N:6]([C:14]2[CH:19]=[CH:18][C:17]([C:20]([F:23])([F:22])[F:21])=[CH:16][N:15]=2)[N:5]=1)([CH3:3])[CH3:2].O[C:25]1[C:30]([O:31][CH3:32])=[CH:29][CH:28]=[CH:27][C:26]=1[CH2:33][C:34]([O:36]C)=[O:35].C(P(CCCC)CCCC)CCC.N(C(N1CCCCC1)=O)=NC(N1CCCCC1)=O. (7) Given the product [NH:31]1[C:32]2[C:28](=[C:27]([CH2:26][N:25]3[C:20]4([CH2:19][CH2:18][N:17]([C:8]5[CH:9]=[N:10][C:11]6[C:16](=[CH:15][CH:14]=[CH:13][CH:12]=6)[N:7]=5)[CH2:48][CH2:47]4)[CH2:21][CH2:22][CH2:23][C:24]3=[O:46])[CH:35]=[CH:34][CH:33]=2)[CH:29]=[CH:30]1, predict the reactants needed to synthesize it. The reactants are: C([O-])([O-])=O.[Cs+].[Cs+].[N:7]1[C:16]2[C:11](=[CH:12][CH:13]=[CH:14][CH:15]=2)[N:10]=[CH:9][C:8]=1[N:17]1[CH2:48][CH2:47][C:20]2([N:25]([CH2:26][C:27]3[CH:35]=[CH:34][CH:33]=[C:32]4[C:28]=3[CH:29]=[CH:30][N:31]4S(C3C=CC(C)=CC=3)(=O)=O)[C:24](=[O:46])[CH2:23][CH2:22][CH2:21]2)[CH2:19][CH2:18]1. (8) Given the product [Cl:9][C:10]1[CH:15]=[CH:14][C:13]([N:16]2[C:17]3=[N:18][CH:19]=[CH:20][CH:21]=[C:22]3[N:23]=[C:3]2[C:2]([Cl:8])([Cl:7])[Cl:1])=[CH:12][C:11]=1[F:24], predict the reactants needed to synthesize it. The reactants are: [Cl:1][C:2]([Cl:8])([Cl:7])[C:3](=N)OC.[Cl:9][C:10]1[CH:15]=[CH:14][C:13]([NH:16][C:17]2[C:22]([NH2:23])=[CH:21][CH:20]=[CH:19][N:18]=2)=[CH:12][C:11]=1[F:24]. (9) Given the product [Cl:1][C:2]1[CH:7]=[CH:6][C:5]([C:8]2[CH2:13][O:12][C:11](=[O:14])[N:10]([CH2:15][C:16]3[CH:17]=[C:18]4[C:22](=[CH:23][CH:24]=3)[NH:21][C:20](=[O:25])[CH2:19]4)[N:9]=2)=[CH:4][CH:3]=1, predict the reactants needed to synthesize it. The reactants are: [Cl:1][C:2]1[CH:7]=[CH:6][C:5]([C:8]2[CH2:13][O:12][C:11](=[O:14])[N:10]([CH2:15][C:16]3[CH:17]=[C:18]4[C:22](=[CH:23][CH:24]=3)[NH:21][C:20](=[O:25])[CH:19]4SC)[N:9]=2)=[CH:4][CH:3]=1. (10) Given the product [C:6]1([N:12]2[CH:16]=[CH:15][CH:14]=[C:13]2[CH3:1])[CH:11]=[CH:10][CH:9]=[CH:8][CH:7]=1, predict the reactants needed to synthesize it. The reactants are: [CH2:1]([Li])CCC.[C:6]1([N:12]2[CH:16]=[CH:15][CH:14]=[CH:13]2)[CH:11]=[CH:10][CH:9]=[CH:8][CH:7]=1.CN(CCN(C)C)C.IC.